This data is from Catalyst prediction with 721,799 reactions and 888 catalyst types from USPTO. The task is: Predict which catalyst facilitates the given reaction. (1) Reactant: [CH3:1][CH2:2][O:3][C:4]([C:6]1[NH:7][C:8]2[C:13]([CH:14]=1)=[CH:12][C:11]([C:15]([OH:17])=O)=[CH:10][CH:9]=2)=[O:5].C1C=CC2N(O)N=NC=2C=1.CCN=C=NCCCN(C)C.Cl.[CH3:40][C:41]12[CH2:48][CH:45]([NH:46][CH2:47]1)[CH2:44][C:43]([CH3:50])([CH3:49])[CH2:42]2.CCN(C(C)C)C(C)C. Product: [CH2:2]([O:3][C:4]([C:6]1[NH:7][C:8]2[C:13]([CH:14]=1)=[CH:12][C:11]([C:15]([N:46]1[CH2:47][C:41]3([CH3:40])[CH2:48][CH:45]1[CH2:44][C:43]([CH3:50])([CH3:49])[CH2:42]3)=[O:17])=[CH:10][CH:9]=2)=[O:5])[CH3:1]. The catalyst class is: 3. (2) Reactant: [ClH:1].[NH:2]=[C:3]([N:11]1[CH2:15][CH2:14][CH2:13][CH2:12]1)[C:4]1[CH:9]=[CH:8][C:7]([OH:10])=[CH:6][CH:5]=1.[Cl:16]N1C(=O)CCC1=O. Product: [ClH:16].[Cl:1][C:6]1[CH:5]=[C:4]([C:3](=[NH:2])[N:11]2[CH2:12][CH2:13][CH2:14][CH2:15]2)[CH:9]=[CH:8][C:7]=1[OH:10]. The catalyst class is: 3. (3) Reactant: O1CCCCC1[O:7][CH2:8][CH2:9]/[CH:10]=[CH:11]/[C:12]1[C:21]2[C:20]([NH2:22])=[N:19][S:18](=[O:24])(=[O:23])[NH:17][C:16]=2[CH:15]=[CH:14][CH:13]=1.CC(O)=O.O. Product: [NH2:22][C:20]1[C:21]2[C:12](/[CH:11]=[CH:10]/[CH2:9][CH2:8][OH:7])=[CH:13][CH:14]=[CH:15][C:16]=2[NH:17][S:18](=[O:24])(=[O:23])[N:19]=1. The catalyst class is: 1. (4) Reactant: C[O:2][C:3]([C:5]1[C:6]([C:11]2[CH:16]=[CH:15][CH:14]=[C:13]([F:17])[CH:12]=2)=[N:7][O:8][C:9]=1[CH3:10])=[O:4].[OH-].[Na+]. Product: [F:17][C:13]1[CH:12]=[C:11]([C:6]2[C:5]([C:3]([OH:4])=[O:2])=[C:9]([CH3:10])[O:8][N:7]=2)[CH:16]=[CH:15][CH:14]=1. The catalyst class is: 5.